This data is from Full USPTO retrosynthesis dataset with 1.9M reactions from patents (1976-2016). The task is: Predict the reactants needed to synthesize the given product. (1) Given the product [CH3:1][O:2][C:3]1[CH:4]=[C:5]([CH:27]=[CH:28][C:29]=1[O:30][CH2:31][C:32]1[N:33]=[C:34]([C:38]2[CH:43]=[CH:42][CH:41]=[CH:40][CH:39]=2)[O:35][C:36]=1[CH3:37])[CH2:6][N:7]1[C:19]2[CH:18]=[CH:17][CH:16]=[C:15]([O:20][C@@H:21]([CH2:25][CH3:26])[C:22]([O-:24])=[O:23])[C:14]=2[C:13]2[C:8]1=[CH:9][CH:10]=[CH:11][CH:12]=2.[Na+:54], predict the reactants needed to synthesize it. The reactants are: [CH3:1][O:2][C:3]1[CH:4]=[C:5]([CH:27]=[CH:28][C:29]=1[O:30][CH2:31][C:32]1[N:33]=[C:34]([C:38]2[CH:43]=[CH:42][CH:41]=[CH:40][CH:39]=2)[O:35][C:36]=1[CH3:37])[CH2:6][N:7]1[C:19]2[CH:18]=[CH:17][CH:16]=[C:15]([O:20][C@@H:21]([CH2:25][CH3:26])[C:22]([OH:24])=[O:23])[C:14]=2[C:13]2[C:8]1=[CH:9][CH:10]=[CH:11][CH:12]=2.C(C(CCCC)C([O-])=O)C.[Na+:54]. (2) Given the product [F:13][C:14]1[CH:19]=[CH:18][C:17]([CH2:20][C:21]2[NH:22][N:11]=[N:10][N:9]=2)=[CH:16][CH:15]=1, predict the reactants needed to synthesize it. The reactants are: [Cl-].C([NH+](CC)CC)C.[N-:9]=[N+:10]=[N-:11].[Na+].[F:13][C:14]1[CH:19]=[CH:18][C:17]([CH2:20][C:21]#[N:22])=[CH:16][CH:15]=1.O. (3) Given the product [CH2:27]([N:29]([CH:30]([CH3:32])[CH3:31])[C:24]([C@H:22]1[CH2:21][CH2:20][C:19]2[C:12]3[C:11]([NH:10][C:8]4[CH:9]=[C:4]5[CH:3]=[N:2][NH:1][C:5]5=[CH:6][N:7]=4)=[N:16][CH:15]=[N:14][C:13]=3[S:17][C:18]=2[CH2:23]1)=[O:26])[CH3:28], predict the reactants needed to synthesize it. The reactants are: [NH:1]1[C:5]2=[CH:6][N:7]=[C:8]([NH:10][C:11]3[C:12]4[C:19]5[CH2:20][CH2:21][C@H:22]([C:24]([OH:26])=O)[CH2:23][C:18]=5[S:17][C:13]=4[N:14]=[CH:15][N:16]=3)[CH:9]=[C:4]2[CH:3]=[N:2]1.[CH2:27]([NH:29][CH:30]([CH3:32])[CH3:31])[CH3:28]. (4) Given the product [NH2:16][CH2:15][CH2:14][CH2:13][CH2:12][N:9]1[CH2:10][CH2:11][N:6]([C:3](=[O:5])[CH3:4])[CH2:7][CH2:8]1, predict the reactants needed to synthesize it. The reactants are: N#N.[C:3]([N:6]1[CH2:11][CH2:10][NH:9][CH2:8][CH2:7]1)(=[O:5])[CH3:4].[CH2:12]1CCN2[C:15](=[N:16]CCC2)[CH2:14][CH2:13]1.BrCCCC#N. (5) The reactants are: CC([N:5]([CH2:9][CH2:10][CH2:11][CH2:12][N:13]([CH2:20][C@H:21]([OH:25])[CH2:22][O:23][CH3:24])[C:14]([NH:16][CH:17]([CH3:19])[CH3:18])=[O:15])[C:6](=[O:8])[O-:7])(C)C.[CH3:26]CN(CC)CC.[CH3:33][S:34](Cl)(=[O:36])=[O:35].[CH2:38]1[CH2:42]OC[CH2:39]1. Given the product [CH3:33][S:34]([O:25][C@H:21]([CH2:22][O:23][CH3:24])[CH2:20][N:13]([CH2:12][CH2:11][CH2:10][CH2:9][NH:5][C:6]([O:7][C:38]([CH3:39])([CH3:42])[CH3:26])=[O:8])[C:14]([NH:16][CH:17]([CH3:18])[CH3:19])=[O:15])(=[O:36])=[O:35], predict the reactants needed to synthesize it. (6) Given the product [CH:10]([O:1][C:2]1[CH:3]=[C:4]([OH:8])[CH:5]=[CH:6][CH:7]=1)([CH3:12])[CH3:11], predict the reactants needed to synthesize it. The reactants are: [OH:1][C:2]1[CH:3]=[C:4]([OH:8])[CH:5]=[CH:6][CH:7]=1.I[CH:10]([CH3:12])[CH3:11].[OH-].[K+].[OH-].[Na+]. (7) Given the product [CH:1]1([NH:5][C:7](=[O:8])[NH:6][C:9]2[CH:19]=[CH:18][C:12]([C:13]([O:15][CH2:16][CH3:17])=[O:14])=[CH:11][CH:10]=2)[CH2:4][CH2:3][CH2:2]1, predict the reactants needed to synthesize it. The reactants are: [CH:1]1([NH2:5])[CH2:4][CH2:3][CH2:2]1.[N:6]([C:9]1[CH:19]=[CH:18][C:12]([C:13]([O:15][CH2:16][CH3:17])=[O:14])=[CH:11][CH:10]=1)=[C:7]=[O:8].